From a dataset of Catalyst prediction with 721,799 reactions and 888 catalyst types from USPTO. Predict which catalyst facilitates the given reaction. (1) Reactant: [CH3:1][O:2][C:3]1[CH:21]=[CH:20][CH:19]=[CH:18][C:4]=1[CH2:5][NH:6][C:7]1[CH:16]=[CH:15][C:14]2[C:9](=[CH:10][CH:11]=[C:12]([NH2:17])[CH:13]=2)[N:8]=1.[CH:22]([N:25]=[C:26]=[O:27])([CH3:24])[CH3:23]. Product: [CH:22]([NH:25][C:26]([NH:17][C:12]1[CH:13]=[C:14]2[C:9](=[CH:10][CH:11]=1)[N:8]=[C:7]([NH:6][CH2:5][C:4]1[CH:18]=[CH:19][CH:20]=[CH:21][C:3]=1[O:2][CH3:1])[CH:16]=[CH:15]2)=[O:27])([CH3:24])[CH3:23]. The catalyst class is: 11. (2) Reactant: [NH:1]1[CH2:6][CH2:5][CH:4]([C:7]([O:9][CH3:10])=[O:8])[CH2:3][CH2:2]1.Br[C:12]1[CH:17]=[CH:16][CH:15]=[C:14]([C:18]([F:21])([F:20])[F:19])[CH:13]=1.CC(C)([O-])C.[K+].ClCCl. Product: [F:19][C:18]([F:21])([F:20])[C:14]1[CH:13]=[C:12]([N:1]2[CH2:6][CH2:5][CH:4]([C:7]([O:9][CH3:10])=[O:8])[CH2:3][CH2:2]2)[CH:17]=[CH:16][CH:15]=1. The catalyst class is: 575.